From a dataset of TCR-epitope binding with 47,182 pairs between 192 epitopes and 23,139 TCRs. Binary Classification. Given a T-cell receptor sequence (or CDR3 region) and an epitope sequence, predict whether binding occurs between them. (1) The epitope is NQKLIANQF. The TCR CDR3 sequence is CASSLGTGWLEETQYF. Result: 0 (the TCR does not bind to the epitope). (2) The epitope is RPPIFIRRL. The TCR CDR3 sequence is CASSPRAGVNQPQHF. Result: 0 (the TCR does not bind to the epitope). (3) The epitope is NLWNTFTRL. The TCR CDR3 sequence is CASSARTSGGADTHYF. Result: 0 (the TCR does not bind to the epitope). (4) The epitope is KAFSPEVIPMF. The TCR CDR3 sequence is CAASTSAVLGKKGSQETQYF. Result: 1 (the TCR binds to the epitope). (5) The epitope is RLRAEAQVK. The TCR CDR3 sequence is CASSLMVAGSSGNTIYF. Result: 1 (the TCR binds to the epitope).